The task is: Predict the product of the given reaction.. This data is from Forward reaction prediction with 1.9M reactions from USPTO patents (1976-2016). (1) Given the reactants C([O:4][CH2:5][C:6]1[CH:15]=[CH:14][C:9]([C:10]([O:12][CH3:13])=[O:11])=[CH:8][C:7]=1[CH3:16])(=O)C.C[O-].[Na+], predict the reaction product. The product is: [OH:4][CH2:5][C:6]1[CH:15]=[CH:14][C:9]([C:10]([O:12][CH3:13])=[O:11])=[CH:8][C:7]=1[CH3:16]. (2) Given the reactants Cl[C:2]1[C:3]([C:11]([O:13][CH3:14])=[O:12])=[N:4][C:5]([CH:8]2[CH2:10][CH2:9]2)=[CH:6][CH:7]=1.[CH2:15]([N:22]1[C:30]2[C:25](=[CH:26][C:27]([NH2:31])=[CH:28][CH:29]=2)[CH:24]=[CH:23]1)[C:16]1[CH:21]=[CH:20][CH:19]=[CH:18][CH:17]=1.C(=O)([O-])[O-].[Cs+].[Cs+], predict the reaction product. The product is: [CH2:15]([N:22]1[C:30]2[C:25](=[CH:26][C:27]([NH:31][C:2]3[C:3]([C:11]([O:13][CH3:14])=[O:12])=[N:4][C:5]([CH:8]4[CH2:10][CH2:9]4)=[CH:6][CH:7]=3)=[CH:28][CH:29]=2)[CH:24]=[CH:23]1)[C:16]1[CH:17]=[CH:18][CH:19]=[CH:20][CH:21]=1. (3) Given the reactants [Cl:1][C:2]1[C:7](Cl)=[CH:6][C:5]([NH2:9])=[C:4]([N+:10]([O-:12])=[O:11])[CH:3]=1.C(=O)([O-])[O-].[K+].[K+].[CH2:19]([SH:22])[CH2:20][CH3:21], predict the reaction product. The product is: [Cl:1][C:2]1[C:7]([S:22][CH2:19][CH2:20][CH3:21])=[CH:6][C:5]([NH2:9])=[C:4]([N+:10]([O-:12])=[O:11])[CH:3]=1. (4) Given the reactants [CH2:1]([O:3][C:4]1[CH:9]=[CH:8][C:7]([C:10]([O:19][CH3:20])([O:17][CH3:18])[CH2:11][CH2:12][C:13]([O:15]C)=[O:14])=[CH:6][CH:5]=1)[CH3:2].[OH-].[K+:22], predict the reaction product. The product is: [CH2:1]([O:3][C:4]1[CH:5]=[CH:6][C:7]([C:10]([O:19][CH3:20])([O:17][CH3:18])[CH2:11][CH2:12][C:13]([O-:15])=[O:14])=[CH:8][CH:9]=1)[CH3:2].[K+:22]. (5) Given the reactants C([BH3-])#N.[Na+].[C:5]([C:7]1[CH:14]=[CH:13][C:10]([CH:11]=O)=[CH:9][CH:8]=1)#[N:6].[NH:15]1[CH2:20][CH2:19][CH2:18][CH2:17][CH2:16]1.C(O)(=O)C, predict the reaction product. The product is: [N:15]1([CH2:11][C:10]2[CH:13]=[CH:14][C:7]([C:5]#[N:6])=[CH:8][CH:9]=2)[CH2:20][CH2:19][CH2:18][CH2:17][CH2:16]1. (6) Given the reactants C1(C2[N:8]=[C:7]([C:9]3[C:10]4[CH2:28]CC[CH2:25][C:11]=4[S:12][C:13]=3[NH:14]C(N3CCC[C@@H]3C(O)=O)=O)ON=2)CC1.[O:29]1[CH2:34][CH2:33][C:32](=O)[CH2:31][CH2:30]1.CC1N=C(CC#N)SC=1C, predict the reaction product. The product is: [CH3:28][C:10]1[N:14]=[C:13]([C:9](=[C:32]2[CH2:33][CH2:34][O:29][CH2:30][CH2:31]2)[C:7]#[N:8])[S:12][C:11]=1[CH3:25].